From a dataset of Merck oncology drug combination screen with 23,052 pairs across 39 cell lines. Regression. Given two drug SMILES strings and cell line genomic features, predict the synergy score measuring deviation from expected non-interaction effect. (1) Drug 1: COC12C(COC(N)=O)C3=C(C(=O)C(C)=C(N)C3=O)N1CC1NC12. Drug 2: NC1(c2ccc(-c3nc4ccn5c(=O)[nH]nc5c4cc3-c3ccccc3)cc2)CCC1. Cell line: RKO. Synergy scores: synergy=22.2. (2) Drug 2: CCc1c2c(nc3ccc(O)cc13)-c1cc3c(c(=O)n1C2)COC(=O)C3(O)CC. Drug 1: CN1C(=O)C=CC2(C)C3CCC4(C)C(NC(=O)OCC(F)(F)F)CCC4C3CCC12. Synergy scores: synergy=-0.0988. Cell line: SKMES1. (3) Cell line: SKMES1. Drug 1: CC1(c2nc3c(C(N)=O)cccc3[nH]2)CCCN1. Drug 2: COC1CC2CCC(C)C(O)(O2)C(=O)C(=O)N2CCCCC2C(=O)OC(C(C)CC2CCC(OP(C)(C)=O)C(OC)C2)CC(=O)C(C)C=C(C)C(O)C(OC)C(=O)C(C)CC(C)C=CC=CC=C1C. Synergy scores: synergy=9.03. (4) Drug 1: COc1cccc2c1C(=O)c1c(O)c3c(c(O)c1C2=O)CC(O)(C(=O)CO)CC3OC1CC(N)C(O)C(C)O1. Drug 2: C=CCn1c(=O)c2cnc(Nc3ccc(N4CCN(C)CC4)cc3)nc2n1-c1cccc(C(C)(C)O)n1. Cell line: SW837. Synergy scores: synergy=10.9. (5) Drug 1: CC(=O)OC1C(=O)C2(C)C(O)CC3OCC3(OC(C)=O)C2C(OC(=O)c2ccccc2)C2(O)CC(OC(=O)C(O)C(NC(=O)c3ccccc3)c3ccccc3)C(C)=C1C2(C)C. Drug 2: CCN(CC)CCNC(=O)c1c(C)[nH]c(C=C2C(=O)Nc3ccc(F)cc32)c1C. Cell line: A2058. Synergy scores: synergy=-3.34. (6) Drug 1: COc1cccc2c1C(=O)c1c(O)c3c(c(O)c1C2=O)CC(O)(C(=O)CO)CC3OC1CC(N)C(O)C(C)O1. Drug 2: CCN(CC)CCNC(=O)c1c(C)[nH]c(C=C2C(=O)Nc3ccc(F)cc32)c1C. Cell line: NCIH23. Synergy scores: synergy=-15.5. (7) Drug 1: CN(C)C(=N)N=C(N)N. Drug 2: COC1=C2CC(C)CC(OC)C(O)C(C)C=C(C)C(OC(N)=O)C(OC)C=CC=C(C)C(=O)NC(=CC1=O)C2=O. Cell line: SKOV3. Synergy scores: synergy=-15.1.